From a dataset of Forward reaction prediction with 1.9M reactions from USPTO patents (1976-2016). Predict the product of the given reaction. (1) Given the reactants C(OC([N:6]1[C:10]2=[N:11][CH:12]=[C:13](B3OC(C)(C)C(C)(C)O3)[CH:14]=[C:9]2[CH:8]=[C:7]1[C:24]1[C:29]([F:30])=[CH:28][CH:27]=[CH:26][C:25]=1[F:31])=O)C.[CH2:32]([N:34]1[C:38](OS(C(F)(F)F)(=O)=O)=[CH:37][C:36]([C:47]2[CH:48]=[N:49][CH:50]=[CH:51][CH:52]=2)=[N:35]1)[CH3:33].C([O-])([O-])=O.[K+].[K+], predict the reaction product. The product is: [F:30][C:29]1[CH:28]=[CH:27][CH:26]=[C:25]([F:31])[C:24]=1[C:7]1[NH:6][C:10]2=[N:11][CH:12]=[C:13]([C:38]3[N:34]([CH2:32][CH3:33])[N:35]=[C:36]([C:47]4[CH:48]=[N:49][CH:50]=[CH:51][CH:52]=4)[CH:37]=3)[CH:14]=[C:9]2[CH:8]=1. (2) Given the reactants [N+:1]([C:4]1[CH:9]=[CH:8][C:7]([N:10]2[CH2:15][CH2:14][N:13]([CH:16]([C:21]3[CH:26]=[CH:25][CH:24]=[CH:23][CH:22]=3)[C:17]([O:19]C)=[O:18])[CH2:12][CH2:11]2)=[CH:6][CH:5]=1)([O-:3])=[O:2].[OH-].[K+], predict the reaction product. The product is: [OH2:2].[N+:1]([C:4]1[CH:5]=[CH:6][C:7]([N:10]2[CH2:11][CH2:12][N:13]([CH:16]([C:21]3[CH:22]=[CH:23][CH:24]=[CH:25][CH:26]=3)[C:17]([OH:19])=[O:18])[CH2:14][CH2:15]2)=[CH:8][CH:9]=1)([O-:3])=[O:2]. (3) Given the reactants Cl[C:2]1[CH:11]=[CH:10][N:9]=[C:8]2[C:3]=1[CH:4]=[CH:5][C:6]([CH3:12])=[N:7]2.[NH2:13][C:14]1[CH:19]=[C:18]([O:20][CH2:21][C:22]2[CH:27]=[CH:26][CH:25]=[CH:24][CH:23]=2)[CH:17]=[CH:16][C:15]=1[S:28][C:29]1[CH:34]=[CH:33][C:32]([NH:35][C:36](=[O:38])[CH3:37])=[CH:31][CH:30]=1, predict the reaction product. The product is: [CH2:21]([O:20][C:18]1[CH:17]=[CH:16][C:15]([S:28][C:29]2[CH:34]=[CH:33][C:32]([NH:35][C:36](=[O:38])[CH3:37])=[CH:31][CH:30]=2)=[C:14]([NH:13][C:2]2[C:3]3[C:8](=[N:7][C:6]([CH3:12])=[CH:5][CH:4]=3)[N:9]=[CH:10][CH:11]=2)[CH:19]=1)[C:22]1[CH:27]=[CH:26][CH:25]=[CH:24][CH:23]=1. (4) Given the reactants [CH3:1][O:2][C:3]([C:5]1[C:13]2[C:8](=[CH:9][CH:10]=[CH:11][CH:12]=2)[NH:7][CH:6]=1)=[O:4].[H-].[Na+].Cl[C:17]1[C:18]2[CH:25]=[CH:24][N:23]([CH3:26])[C:19]=2[N:20]=[CH:21][N:22]=1.C(OCC)(=O)C, predict the reaction product. The product is: [CH3:1][O:2][C:3]([C:5]1[C:13]2[C:8](=[CH:9][CH:10]=[CH:11][CH:12]=2)[N:7]([C:17]2[C:18]3[CH:25]=[CH:24][N:23]([CH3:26])[C:19]=3[N:20]=[CH:21][N:22]=2)[CH:6]=1)=[O:4]. (5) Given the reactants [NH2:1][CH2:2][CH2:3][C:4]1[CH:9]=[CH:8][C:7]([C:10]2[CH:15]=[CH:14][C:13]([CH:16]([CH3:25])[CH2:17][NH:18][S:19]([CH:22]([CH3:24])[CH3:23])(=[O:21])=[O:20])=[CH:12][CH:11]=2)=[CH:6][CH:5]=1.[C:26](Cl)(=[O:33])[C:27]1[CH:32]=[CH:31][CH:30]=[CH:29][CH:28]=1, predict the reaction product. The product is: [C:26]([NH:1][CH2:2][CH2:3][C:4]1[CH:5]=[CH:6][C:7]([C:10]2[CH:15]=[CH:14][C:13]([CH:16]([CH3:25])[CH2:17][NH:18][S:19]([CH:22]([CH3:24])[CH3:23])(=[O:21])=[O:20])=[CH:12][CH:11]=2)=[CH:8][CH:9]=1)(=[O:33])[C:27]1[CH:32]=[CH:31][CH:30]=[CH:29][CH:28]=1. (6) Given the reactants FC(F)(F)S(O[C:7]1[CH:16]=[CH:15][C:14]2[C:9](=[CH:10][CH:11]=[CH:12][CH:13]=2)[C:8]=1[N+:17]([O-:19])=[O:18])(=O)=O.[C:22]([O:26][C:27]([NH:29][CH2:30][CH2:31][NH2:32])=[O:28])([CH3:25])([CH3:24])[CH3:23].C(=O)([O-])[O-].[K+].[K+].C1(C)C=CC=CC=1, predict the reaction product. The product is: [N+:17]([C:8]1[C:9]2[C:14](=[CH:13][CH:12]=[CH:11][CH:10]=2)[CH:15]=[CH:16][C:7]=1[NH:32][CH2:31][CH2:30][NH:29][C:27](=[O:28])[O:26][C:22]([CH3:24])([CH3:23])[CH3:25])([O-:19])=[O:18]. (7) Given the reactants [NH:1]1[CH2:6][CH2:5][CH2:4][CH2:3][CH2:2]1.[Br:7][CH2:8][CH2:9][CH2:10]Br.C(=O)([O-])[O-].[Na+].[Na+], predict the reaction product. The product is: [Br:7][CH2:8][CH2:9][CH2:10][N:1]1[CH2:6][CH2:5][CH2:4][CH2:3][CH2:2]1. (8) Given the reactants C[O:2][C:3](=[O:17])[CH2:4][C@:5]1([CH2:11][NH:12]C(OC)=O)[CH2:9][CH2:8][C@@H:7]([CH3:10])[CH2:6]1.[ClH:18], predict the reaction product. The product is: [ClH:18].[NH2:12][CH2:11][C@@:5]1([CH2:4][C:3]([OH:17])=[O:2])[CH2:9][CH2:8][C@@H:7]([CH3:10])[CH2:6]1. (9) Given the reactants Cl[C:2]1[N:11]=[C:10]([N:12]([C:14]2[CH:19]=[CH:18][C:17]([O:20][CH3:21])=[CH:16][CH:15]=2)[CH3:13])[C:9]2[C:4](=[CH:5][CH:6]=[CH:7][CH:8]=2)[N:3]=1.[CH3:22][O-:23].[Na+], predict the reaction product. The product is: [CH3:22][O:23][C:2]1[N:11]=[C:10]([N:12]([C:14]2[CH:19]=[CH:18][C:17]([O:20][CH3:21])=[CH:16][CH:15]=2)[CH3:13])[C:9]2[C:4](=[CH:5][CH:6]=[CH:7][CH:8]=2)[N:3]=1.